Dataset: Full USPTO retrosynthesis dataset with 1.9M reactions from patents (1976-2016). Task: Predict the reactants needed to synthesize the given product. (1) Given the product [ClH:17].[CH2:3]([N:10]([CH2:18][C:19]1([N:22]([CH3:23])[CH3:24])[CH2:21][CH2:20]1)[C:11]1[CH:12]=[N:13][CH:14]=[CH:15][C:16]=1[Cl:1])[C:4]1[CH:9]=[CH:8][CH:7]=[CH:6][CH:5]=1, predict the reactants needed to synthesize it. The reactants are: [ClH:1].Cl.[CH2:3]([N:10]([CH2:18][C:19]1([NH:22][CH3:23])[CH2:21][CH2:20]1)[C:11]1[CH:12]=[N:13][C:14]([Cl:17])=[CH:15][CH:16]=1)[C:4]1[CH:9]=[CH:8][CH:7]=[CH:6][CH:5]=1.[CH2:24]=O.Cl. (2) The reactants are: CC1(C)C(C)(C)OB([C:9]2[CH:14]=[CH:13][CH:12]=[CH:11][C:10]=2[OH:15])O1.Cl[C:18]1[CH:23]=[C:22]([N:24]2[CH2:29][CH2:28][N:27]([C:30]([O:32][CH2:33][CH:34]([CH3:36])[CH3:35])=[O:31])[CH2:26][CH2:25]2)[CH:21]=[CH:20][N:19]=1.C([O-])([O-])=O.[K+].[K+].CC#N. Given the product [OH:15][C:10]1[CH:11]=[CH:12][CH:13]=[CH:14][C:9]=1[C:18]1[CH:23]=[C:22]([N:24]2[CH2:29][CH2:28][N:27]([C:30]([O:32][CH2:33][CH:34]([CH3:36])[CH3:35])=[O:31])[CH2:26][CH2:25]2)[CH:21]=[CH:20][N:19]=1, predict the reactants needed to synthesize it. (3) Given the product [CH3:9][C:2]1([CH3:1])[O:6][CH2:5][CH:4]([CH2:7][OH:8])[CH2:3]1, predict the reactants needed to synthesize it. The reactants are: [CH3:1][C:2](=[CH2:9])[CH2:3][CH:4]([CH2:7][OH:8])[CH2:5][OH:6]. (4) Given the product [S:1]1[CH:5]=[CH:4][C:3]([CH:6]([O:9][C:30](=[O:31])[CH2:29][CH2:33][CH2:34][CH2:35][CH2:36][CH3:37])[CH2:7][CH3:8])=[CH:2]1, predict the reactants needed to synthesize it. The reactants are: [S:1]1[CH:5]=[CH:4][C:3]([CH:6]([OH:9])[CH2:7][CH3:8])=[CH:2]1.N1C=CC=CC=1.CN(C1C=CC=CN=1)C.C([CH:29]([CH2:33][CH2:34][CH2:35][CH2:36][CH2:37]C)[C:30](Cl)=[O:31])CCC. (5) Given the product [C:62]([O:61][C:59]([N:53]1[CH:52]([CH2:51][N:37]2[C:38]([C:45]([O:47][CH2:48][CH3:49])=[O:46])=[C:39]([C:40]([O:42][CH2:43][CH3:44])=[O:41])[C:35]([I:34])=[N:36]2)[CH2:56][O:55][C:54]1([CH3:57])[CH3:58])=[O:60])([CH3:65])([CH3:63])[CH3:64], predict the reactants needed to synthesize it. The reactants are: C1(P(C2C=CC=CC=2)C2C=CC=CC=2)C=CC=CC=1.CC(OC(/N=N/C(OC(C)C)=O)=O)C.[I:34][C:35]1[C:39]([C:40]([O:42][CH2:43][CH3:44])=[O:41])=[C:38]([C:45]([O:47][CH2:48][CH3:49])=[O:46])[NH:37][N:36]=1.O[CH2:51][CH:52]1[CH2:56][O:55][C:54]([CH3:58])([CH3:57])[N:53]1[C:59]([O:61][C:62]([CH3:65])([CH3:64])[CH3:63])=[O:60]. (6) Given the product [CH2:25]([N:22]([CH2:23][CH3:24])[C:21](=[O:27])[O:20][C:7]1[C:6]([O:5][C:4](=[O:28])[N:3]([CH2:29][CH3:30])[CH2:1][CH3:2])=[CH:11][C:10]2[C:9](=[CH:31][CH:32]=[CH:13][CH:12]=2)[CH:8]=1)[CH3:26], predict the reactants needed to synthesize it. The reactants are: [CH2:1]([N:3]([CH2:29][CH3:30])[C:4](=[O:28])[O:5][C:6]1[CH:11]=[C:10]([C:12](C)(C)[CH3:13])[CH:9]=[C:8](C(C)(C)C)[C:7]=1[O:20][C:21](=[O:27])[N:22]([CH2:25][CH3:26])[CH2:23][CH3:24])[CH3:2].[CH:31]1C2C(=CC=CC=2)C=C(O)[C:32]=1O.